From a dataset of Peptide-MHC class I binding affinity with 185,985 pairs from IEDB/IMGT. Regression. Given a peptide amino acid sequence and an MHC pseudo amino acid sequence, predict their binding affinity value. This is MHC class I binding data. (1) The peptide sequence is TYQWIIRNW. The MHC is HLA-A30:01 with pseudo-sequence HLA-A30:01. The binding affinity (normalized) is 0.0847. (2) The peptide sequence is SLYSGFPSL. The MHC is BoLA-T2C with pseudo-sequence BoLA-T2C. The binding affinity (normalized) is 1.00. (3) The peptide sequence is ASNENMEKI. The MHC is H-2-Db with pseudo-sequence H-2-Db. The binding affinity (normalized) is 0.787. (4) The peptide sequence is ALHRRGPHR. The MHC is HLA-A03:01 with pseudo-sequence HLA-A03:01. The binding affinity (normalized) is 0.321.